The task is: Predict the product of the given reaction.. This data is from Forward reaction prediction with 1.9M reactions from USPTO patents (1976-2016). (1) Given the reactants [OH:1][C:2]1[C:11]2[C:6](=[CH:7][CH:8]=[CH:9][CH:10]=2)[C:5]([CH3:15])([CH2:12][CH2:13][CH3:14])[C:4](=[O:16])[C:3]=1[C:17]1[NH:22][C:21]2[CH:23]=[CH:24][C:25]([NH:27]C(=O)OC(C)(C)C)=[CH:26][C:20]=2[S:19](=[O:36])(=[O:35])[N:18]=1.[ClH:37], predict the reaction product. The product is: [ClH:37].[NH2:27][C:25]1[CH:24]=[CH:23][C:21]2[NH:22][C:17]([C:3]3[C:4](=[O:16])[C:5]([CH3:15])([CH2:12][CH2:13][CH3:14])[C:6]4[C:11]([C:2]=3[OH:1])=[CH:10][CH:9]=[CH:8][CH:7]=4)=[N:18][S:19](=[O:36])(=[O:35])[C:20]=2[CH:26]=1. (2) Given the reactants [C:1]([O:5][C:6](=[O:19])[NH:7][CH:8]1[C:17]2[C:12](=[CH:13][CH:14]=[C:15](Br)[CH:16]=2)[O:11][CH2:10][CH2:9]1)([CH3:4])([CH3:3])[CH3:2].C([Li])CCC.CN([CH:28]=[O:29])C, predict the reaction product. The product is: [C:1]([O:5][C:6](=[O:19])[NH:7][CH:8]1[C:17]2[C:12](=[CH:13][CH:14]=[C:15]([CH:28]=[O:29])[CH:16]=2)[O:11][CH2:10][CH2:9]1)([CH3:4])([CH3:3])[CH3:2]. (3) Given the reactants [OH:1][C:2]1[CH:10]=[C:9]2[C:5]([CH:6]=[C:7]([C:11]([O:13][CH3:14])=[O:12])[NH:8]2)=[CH:4][CH:3]=1.Br[CH2:16][CH2:17][O:18][CH3:19].C(=O)([O-])[O-].[Cs+].[Cs+], predict the reaction product. The product is: [CH3:19][O:18][CH2:17][CH2:16][O:1][C:2]1[CH:10]=[C:9]2[C:5]([CH:6]=[C:7]([C:11]([O:13][CH3:14])=[O:12])[NH:8]2)=[CH:4][CH:3]=1. (4) Given the reactants [C:1]([O:5][C:6](=[O:18])[NH:7][C@@:8]1([CH3:17])[CH2:10][C@@H:9]1[C:11]1[CH:16]=[CH:15][CH:14]=[CH:13][CH:12]=1)([CH3:4])([CH3:3])[CH3:2].[H-].[Na+].Cl.Cl[CH2:23][C:24]([N:26]1[CH2:31][CH2:30][N:29]([CH3:32])[CH2:28][CH2:27]1)=[O:25], predict the reaction product. The product is: [C:1]([O:5][C:6](=[O:18])[N:7]([C@@:8]1([CH3:17])[CH2:10][C@@H:9]1[C:11]1[CH:12]=[CH:13][CH:14]=[CH:15][CH:16]=1)[CH2:23][C:24]([N:26]1[CH2:31][CH2:30][N:29]([CH3:32])[CH2:28][CH2:27]1)=[O:25])([CH3:4])([CH3:2])[CH3:3]. (5) Given the reactants [CH:1](=O)[CH2:2][CH2:3][CH2:4][CH2:5][CH2:6][CH3:7].[C:9](O)(=O)[CH3:10].N[C:14]1[CH:19]=[CH:18][C:17]([S:20][C:21]2[CH:26]=[CH:25][C:24]([CH2:27][C:28]([O:30][CH2:31][CH3:32])=[O:29])=[CH:23][CH:22]=2)=[CH:16][CH:15]=1.[C:33]([BH3-])#[N:34].[Na+], predict the reaction product. The product is: [CH2:1]([N:34]([CH2:33][CH2:1][CH2:2][CH2:3][CH2:4][CH2:9][CH3:10])[C:14]1[CH:19]=[CH:18][C:17]([S:20][C:21]2[CH:26]=[CH:25][C:24]([CH2:27][C:28]([O:30][CH2:31][CH3:32])=[O:29])=[CH:23][CH:22]=2)=[CH:16][CH:15]=1)[CH2:2][CH2:3][CH2:4][CH2:5][CH2:6][CH3:7].